This data is from Full USPTO retrosynthesis dataset with 1.9M reactions from patents (1976-2016). The task is: Predict the reactants needed to synthesize the given product. (1) Given the product [CH2:1]([O:3][C:4]([C:6]1[N:7]([CH3:15])[N:8]=[C:9]([C:11]([CH3:14])([CH3:13])[CH3:12])[C:10]=1[Cl:19])=[O:5])[CH3:2], predict the reactants needed to synthesize it. The reactants are: [CH2:1]([O:3][C:4]([C:6]1[N:7]([CH3:15])[N:8]=[C:9]([C:11]([CH3:14])([CH3:13])[CH3:12])[CH:10]=1)=[O:5])[CH3:2].S(Cl)([Cl:19])(=O)=O. (2) Given the product [CH3:40][C:21]1[C:20]([CH3:41])=[C:19]([C:5]2[CH:6]=[CH:7][CH:2]=[C:3]([CH3:8])[N:4]=2)[S:23][C:22]=1[C:24]1[N:28]2[N:29]=[C:30]([CH3:38])[CH:31]=[C:32]([CH:33]([CH2:36][CH3:37])[CH2:34][CH3:35])[C:27]2=[N:26][C:25]=1[CH3:39], predict the reactants needed to synthesize it. The reactants are: I[C:2]1[CH:3]=[N:4][CH:5]=[CH:6][CH:7]=1.[CH2:8]1COCC1.[Li]C(C)(C)C.Br[C:19]1[S:23][C:22]([C:24]2[N:28]3[N:29]=[C:30]([CH3:38])[CH:31]=[C:32]([CH:33]([CH2:36][CH3:37])[CH2:34][CH3:35])[C:27]3=[N:26][C:25]=2[CH3:39])=[C:21]([CH3:40])[C:20]=1[CH3:41]. (3) Given the product [Cl:28][C:21]1[N:22]=[C:18]([CH:7]([C:8]2[CH:9]=[CH:10][C:11]([S:14]([CH3:17])(=[O:16])=[O:15])=[CH:12][CH:13]=2)[CH2:6][CH:1]2[CH2:2][CH2:3][CH2:4][CH2:5]2)[NH:19][C:20]=1[C:23]([CH:25]1[CH2:27][CH2:26]1)=[O:24], predict the reactants needed to synthesize it. The reactants are: [CH:1]1([CH2:6][CH:7]([C:18]2[NH:19][C:20]([C:23]([CH:25]3[CH2:27][CH2:26]3)=[O:24])=[CH:21][N:22]=2)[C:8]2[CH:13]=[CH:12][C:11]([S:14]([CH3:17])(=[O:16])=[O:15])=[CH:10][CH:9]=2)[CH2:5][CH2:4][CH2:3][CH2:2]1.[Cl:28]N1C(=O)CCC1=O.C(=O)([O-])O.[Na+].S([O-])([O-])(=O)=S.[Na+].[Na+]. (4) Given the product [F:19][C:16]1[CH:17]=[CH:18][C:13]([O:12][CH:10]2[CH2:9][NH:8][CH2:11]2)=[CH:14][CH:15]=1, predict the reactants needed to synthesize it. The reactants are: C1(C(C2C=CC=CC=2)[N:8]2[CH2:11][CH:10]([O:12][C:13]3[CH:18]=[CH:17][C:16]([F:19])=[CH:15][CH:14]=3)[CH2:9]2)C=CC=CC=1. (5) Given the product [OH:8][CH2:9][C:10]1([CH3:37])[S:16][CH2:15][CH2:14][N:13]2[C:17]([C:20]3([C:23]4[CH:28]=[CH:27][C:26]([C:29]5[C:30]([C:35]#[N:36])=[N:31][CH:32]=[CH:33][CH:34]=5)=[CH:25][CH:24]=4)[CH2:22][CH2:21]3)=[N:18][N:19]=[C:12]2[CH2:11]1, predict the reactants needed to synthesize it. The reactants are: [Si]([O:8][CH2:9][C:10]1([CH3:37])[S:16][CH2:15][CH2:14][N:13]2[C:17]([C:20]3([C:23]4[CH:28]=[CH:27][C:26]([C:29]5[C:30]([C:35]#[N:36])=[N:31][CH:32]=[CH:33][CH:34]=5)=[CH:25][CH:24]=4)[CH2:22][CH2:21]3)=[N:18][N:19]=[C:12]2[CH2:11]1)(C(C)(C)C)(C)C.Cl. (6) Given the product [N:22]1([C:26]([C:28]2[CH:29]=[N:30][N:31]([CH3:38])[C:32]=2[C:33]([NH:8][C:7]2[CH:6]=[CH:5][N:4]3[N:9]=[C:10]([C:12]4[CH:13]=[CH:14][CH:15]=[CH:16][CH:17]=4)[N:11]=[C:3]3[C:2]=2[CH3:1])=[O:34])=[O:27])[CH2:23][CH2:24][CH2:25]1, predict the reactants needed to synthesize it. The reactants are: [CH3:1][C:2]1[C:3]2[N:4]([N:9]=[C:10]([C:12]3[CH:17]=[CH:16][CH:15]=[CH:14][CH:13]=3)[N:11]=2)[CH:5]=[CH:6][C:7]=1[NH2:8].C[Al](C)C.[N:22]1([C:26]([C:28]2[CH:29]=[N:30][N:31]([CH3:38])[C:32]=2[C:33](OCC)=[O:34])=[O:27])[CH2:25][CH2:24][CH2:23]1. (7) Given the product [Br:26][C:13]1[CH:12]=[C:10]([C:5]2[CH:6]=[CH:7][C:8]3[O:9][CH2:1][O:2][C:3]=3[CH:4]=2)[N:15]([S:16]([C:19]2[CH:24]=[CH:23][CH:22]=[C:21]([Cl:25])[CH:20]=2)(=[O:18])=[O:17])[CH:14]=1, predict the reactants needed to synthesize it. The reactants are: [CH2:1]1[O:9][C:8]2[CH:7]=[CH:6][C:5]([C:10]([C:12]#[C:13][CH2:14][NH:15][S:16]([C:19]3[CH:24]=[CH:23][CH:22]=[C:21]([Cl:25])[CH:20]=3)(=[O:18])=[O:17])=O)=[CH:4][C:3]=2[O:2]1.[BrH:26]. (8) Given the product [F:17][C:11]1([CH2:14][OH:15])[CH2:10][CH2:9][N:8]([C:6]([O:5][C:1]([CH3:2])([CH3:3])[CH3:4])=[O:7])[CH2:13][CH2:12]1, predict the reactants needed to synthesize it. The reactants are: [C:1]([O:5][C:6]([N:8]1[CH2:13][CH2:12][C:11]([F:17])([C:14](O)=[O:15])[CH2:10][CH2:9]1)=[O:7])([CH3:4])([CH3:3])[CH3:2].[Cl-].[NH4+]. (9) Given the product [Cl:26][C:27]1[CH:32]=[CH:31][CH:30]=[CH:29][C:28]=1[C:33]1[CH:38]=[CH:37][CH:36]=[C:35]([NH:39][C:14]([C@@H:13]2[CH2:12][C@@H:11]3[C@@H:9]([CH2:10]3)[N:8]2[C:6]([O:5][C:1]([CH3:2])([CH3:3])[CH3:4])=[O:7])=[O:16])[C:34]=1[F:40], predict the reactants needed to synthesize it. The reactants are: [C:1]([O:5][C:6]([N:8]1[C@H:13]([C:14]([OH:16])=O)[CH2:12][C@@H:11]2[C@H:9]1[CH2:10]2)=[O:7])([CH3:4])([CH3:3])[CH3:2].ClC(N(C)C)=C(C)C.Cl.[Cl:26][C:27]1[CH:32]=[CH:31][CH:30]=[CH:29][C:28]=1[C:33]1[CH:38]=[CH:37][CH:36]=[C:35]([NH2:39])[C:34]=1[F:40].CCN(C(C)C)C(C)C. (10) Given the product [Cl:20][C:21]1[CH:37]=[CH:36][C:24]2[CH2:25][CH2:26][N:27]([C:30](=[O:35])[C:31]([F:32])([F:34])[F:33])[CH2:28][CH2:29][C:23]=2[C:22]=1[NH:17][CH2:16][C:15]1[CH:14]=[CH:13][C:12]([C:10]2[N:11]=[C:7]([NH:6][C:4]([CH:1]3[CH2:3][CH2:2]3)=[O:5])[S:8][CH:9]=2)=[CH:19][CH:18]=1, predict the reactants needed to synthesize it. The reactants are: [CH:1]1([C:4]([NH:6][C:7]2[S:8][CH:9]=[C:10]([C:12]3[CH:19]=[CH:18][C:15]([CH2:16][NH2:17])=[CH:14][CH:13]=3)[N:11]=2)=[O:5])[CH2:3][CH2:2]1.[Cl:20][C:21]1[CH:37]=[CH:36][C:24]2[CH2:25][CH2:26][N:27]([C:30](=[O:35])[C:31]([F:34])([F:33])[F:32])[CH2:28][CH2:29][C:23]=2[C:22]=1OS(C(F)(F)F)(=O)=O.C1C=CC(P(C2C(C3C(P(C4C=CC=CC=4)C4C=CC=CC=4)=CC=C4C=3C=CC=C4)=C3C(C=CC=C3)=CC=2)C2C=CC=CC=2)=CC=1.C(=O)([O-])[O-].[Cs+].[Cs+].